This data is from Catalyst prediction with 721,799 reactions and 888 catalyst types from USPTO. The task is: Predict which catalyst facilitates the given reaction. (1) Reactant: [Cl:1][C:2]1[CH:3]=[CH:4][C:5]2[O:9][C:8]([N:10]3[CH2:16][CH2:15][CH2:14][NH:13][CH2:12][CH2:11]3)=[N:7][C:6]=2[CH:17]=1.C([O:22][C:23]([CH:25]1[CH2:30][CH2:29][O:28][CH2:27][CH2:26]1)=O)(C)(C)C.CN(C)CCCN=C=NCC.ON1C2C=CC=CC=2N=N1.CN(C1C=CC=CN=1)C. Product: [Cl:1][C:2]1[CH:3]=[CH:4][C:5]2[O:9][C:8]([N:10]3[CH2:16][CH2:15][CH2:14][N:13]([C:23]([CH:25]4[CH2:30][CH2:29][O:28][CH2:27][CH2:26]4)=[O:22])[CH2:12][CH2:11]3)=[N:7][C:6]=2[CH:17]=1. The catalyst class is: 9. (2) Reactant: [CH3:1][C:2]1[CH:3]=[C:4]([CH:24]=[CH:25][C:26]=1[C:27]1[NH:31][C:30](=[O:32])[O:29][N:28]=1)[O:5][CH2:6][C:7]1[S:11][C:10]([C:12]2[CH:17]=[CH:16][C:15]([C:18]([F:21])([F:20])[F:19])=[CH:14][CH:13]=2)=[N:9][C:8]=1[CH:22]=O.[CH2:33]([NH2:36])[CH2:34][CH3:35].C(N(CC)CC)C.[BH4-].[Na+]. Product: [CH3:1][C:2]1[CH:3]=[C:4]([O:5][CH2:6][C:7]2[S:11][C:10]([C:12]3[CH:17]=[CH:16][C:15]([C:18]([F:21])([F:20])[F:19])=[CH:14][CH:13]=3)=[N:9][C:8]=2[CH2:22][NH:36][CH2:33][CH2:34][CH3:35])[CH:24]=[CH:25][C:26]=1[C:27]1[NH:31][C:30](=[O:32])[O:29][N:28]=1. The catalyst class is: 5. (3) Reactant: [CH2:1]([N:8]1[C:12]([C:13](OC)=[O:14])=[CH:11][C:10]([O:17][CH:18]([CH3:20])[CH3:19])=[N:9]1)[C:2]1[CH:7]=[CH:6][CH:5]=[CH:4][CH:3]=1.[H-].[Al+3].[Li+].[H-].[H-].[H-].C(O)C.[Cl-].[NH4+]. Product: [CH2:1]([N:8]1[C:12]([CH2:13][OH:14])=[CH:11][C:10]([O:17][CH:18]([CH3:20])[CH3:19])=[N:9]1)[C:2]1[CH:3]=[CH:4][CH:5]=[CH:6][CH:7]=1. The catalyst class is: 7. (4) Reactant: C([O:8][C:9]1[CH:51]=[CH:50][C:12]([CH2:13][C@H:14]2[C@@H:18]([CH2:19][N:20]([CH2:33][CH:34]([CH3:36])[CH3:35])[S:21]([C:24]3[CH:29]=[CH:28][C:27]([N+:30]([O-])=O)=[CH:26][CH:25]=3)(=[O:23])=[O:22])[O:17][C:16]([CH3:38])([CH3:37])[N:15]2[C:39]([O:41][C@H:42]2[C@H:49]3[C@H:45]([O:46][CH2:47][CH2:48]3)[O:44][CH2:43]2)=[O:40])=[CH:11][CH:10]=1)C1C=CC=CC=1.N.[H][H]. Product: [NH2:30][C:27]1[CH:28]=[CH:29][C:24]([S:21]([N:20]([CH2:19][C@H:18]2[O:17][C:16]([CH3:37])([CH3:38])[N:15]([C:39]([O:41][C@H:42]3[C@H:49]4[C@H:45]([O:46][CH2:47][CH2:48]4)[O:44][CH2:43]3)=[O:40])[C@H:14]2[CH2:13][C:12]2[CH:11]=[CH:10][C:9]([OH:8])=[CH:51][CH:50]=2)[CH2:33][CH:34]([CH3:36])[CH3:35])(=[O:22])=[O:23])=[CH:25][CH:26]=1. The catalyst class is: 19. (5) Reactant: [Na+].[F:2][C:3]1[CH:19]=[CH:18][C:6]([O:7][C:8]2[CH:13]=[CH:12][C:11]([S:14]([O-])(=[O:16])=[O:15])=[CH:10][CH:9]=2)=[CH:5][CH:4]=1.S(Cl)([Cl:22])=O.CN(C)C=O. Product: [F:2][C:3]1[CH:19]=[CH:18][C:6]([O:7][C:8]2[CH:13]=[CH:12][C:11]([S:14]([Cl:22])(=[O:16])=[O:15])=[CH:10][CH:9]=2)=[CH:5][CH:4]=1. The catalyst class is: 11. (6) Reactant: [CH2:1]([O:3][C:4](=[O:29])[C:5]([CH2:20][C:21]([N:23]1[CH2:28][CH2:27][O:26][CH2:25][CH2:24]1)=[O:22])([CH2:11][CH2:12][CH2:13][C:14]1[CH:19]=[CH:18][CH:17]=[CH:16][CH:15]=1)[C:6]([O:8]CC)=[O:7])[CH3:2].O. Product: [CH2:1]([O:3][C:4](=[O:29])[C:5]([CH2:20][C:21]([N:23]1[CH2:28][CH2:27][O:26][CH2:25][CH2:24]1)=[O:22])([CH2:11][CH2:12][CH2:13][C:14]1[CH:19]=[CH:18][CH:17]=[CH:16][CH:15]=1)[C:6]([OH:8])=[O:7])[CH3:2]. The catalyst class is: 8. (7) Reactant: O[CH2:2][N:3]1[C:8](=[O:9])[N:7]2[CH:10]=[N:11][C:12]([C:13]([NH2:15])=[O:14])=[C:6]2[N:5]=[N:4]1.BrC[C:18]#[C:19][Si:20]([CH3:23])([CH3:22])[CH3:21].C1CCN2C(=NCCC2)CC1.Cl. Product: [O:9]=[C:8]1[N:3]([CH2:2][C:18]#[C:19][Si:20]([CH3:23])([CH3:22])[CH3:21])[N:4]=[N:5][C:6]2=[C:12]([C:13]([NH2:15])=[O:14])[N:11]=[CH:10][N:7]12. The catalyst class is: 10.